This data is from Catalyst prediction with 721,799 reactions and 888 catalyst types from USPTO. The task is: Predict which catalyst facilitates the given reaction. (1) Reactant: [CH2:1]([O:4][N:5]([C@H:18]1[CH2:23][N:22]([C:24]([O:26][C:27]([CH3:30])([CH3:29])[CH3:28])=[O:25])[C@H:21]([CH2:31][O:32][Si](C(C)(C)C)(C)C)[C:20]([CH3:40])=[CH:19]1)[S:6]([C:9]1[CH:14]=[CH:13][CH:12]=[CH:11][C:10]=1[N+:15]([O-:17])=[O:16])(=[O:8])=[O:7])[CH:2]=[CH2:3].[F-].C([N+](CCCC)(CCCC)CCCC)CCC. Product: [CH2:1]([O:4][N:5]([C@H:18]1[CH2:23][N:22]([C:24]([O:26][C:27]([CH3:29])([CH3:28])[CH3:30])=[O:25])[C@H:21]([CH2:31][OH:32])[C:20]([CH3:40])=[CH:19]1)[S:6]([C:9]1[CH:14]=[CH:13][CH:12]=[CH:11][C:10]=1[N+:15]([O-:17])=[O:16])(=[O:8])=[O:7])[CH:2]=[CH2:3]. The catalyst class is: 1. (2) Reactant: [NH2:1][C:2]1[CH:24]=[CH:23][C:22]([C:25]([F:28])([F:27])[F:26])=[CH:21][C:3]=1[CH2:4][NH:5][CH2:6][C:7]1[CH:12]=[C:11]([C:13]([F:16])([F:15])[F:14])[CH:10]=[C:9]([C:17]([F:20])([F:19])[F:18])[CH:8]=1.[C:29](OC(=O)C)(=[O:31])[CH3:30].C(N(CC)CC)C. Product: [NH2:1][C:2]1[CH:24]=[CH:23][C:22]([C:25]([F:26])([F:27])[F:28])=[CH:21][C:3]=1[CH2:4][N:5]([CH2:6][C:7]1[CH:12]=[C:11]([C:13]([F:14])([F:15])[F:16])[CH:10]=[C:9]([C:17]([F:18])([F:19])[F:20])[CH:8]=1)[C:29](=[O:31])[CH3:30]. The catalyst class is: 2. (3) Reactant: [C:1]1([C:7]2([CH3:17])[C:12](=[O:13])[N:11]([CH3:14])[C:10](=[O:15])[NH:9][C:8]2=[O:16])[CH2:6][CH2:5][CH2:4][CH2:3][CH:2]=1.Br[CH2:19][C:20]([C:22]1[CH:27]=[CH:26][CH:25]=[C:24]([O:28][CH3:29])[CH:23]=1)=[O:21].C([O-])([O-])=O.[K+].[K+]. Product: [C:1]1([C:7]2([CH3:17])[C:8](=[O:16])[N:9]([CH2:19][C:20]([C:22]3[CH:27]=[CH:26][CH:25]=[C:24]([O:28][CH3:29])[CH:23]=3)=[O:21])[C:10](=[O:15])[N:11]([CH3:14])[C:12]2=[O:13])[CH2:6][CH2:5][CH2:4][CH2:3][CH:2]=1. The catalyst class is: 3. (4) Reactant: [CH:1]1([NH:6][C:7]2[N:12]=[N:11][C:10]([NH:13][C:14]([C:16]3[CH:32]=[CH:31][C:19]([O:20][C@@H:21]4[CH2:26][CH2:25][C@H:24]([C:27]([O:29]C)=[O:28])[CH2:23][CH2:22]4)=[CH:18][CH:17]=3)=[O:15])=[CH:9][CH:8]=2)[CH2:5][CH2:4][CH2:3][CH2:2]1.O.[OH-].[Li+].Cl. Product: [CH:1]1([NH:6][C:7]2[N:12]=[N:11][C:10]([NH:13][C:14]([C:16]3[CH:17]=[CH:18][C:19]([O:20][C@@H:21]4[CH2:26][CH2:25][C@H:24]([C:27]([OH:29])=[O:28])[CH2:23][CH2:22]4)=[CH:31][CH:32]=3)=[O:15])=[CH:9][CH:8]=2)[CH2:2][CH2:3][CH2:4][CH2:5]1. The catalyst class is: 30. (5) Product: [Cl:1][C:2]1[N:3]=[C:4]([N:21]2[CH2:22][CH2:23][O:24][CH2:25][C@@H:20]2[CH3:19])[C:5]2[CH2:10][S:9][CH2:8][C:6]=2[N:7]=1. The catalyst class is: 3. Reactant: [Cl:1][C:2]1[N:3]=[C:4](Cl)[C:5]2[CH2:10][S:9][CH2:8][C:6]=2[N:7]=1.CCN(CC)CC.[CH3:19][C@H:20]1[CH2:25][O:24][CH2:23][CH2:22][NH:21]1. (6) Reactant: [CH3:1][C:2]1[N:3]([C:8]2[CH:13]=[CH:12][CH:11]=[C:10]([N+:14]([O-:16])=[O:15])[CH:9]=2)[C:4](=S)[NH:5][N:6]=1.N([O-])=O.[Na+]. Product: [CH3:1][C:2]1[N:3]([C:8]2[CH:13]=[CH:12][CH:11]=[C:10]([N+:14]([O-:16])=[O:15])[CH:9]=2)[CH:4]=[N:5][N:6]=1. The catalyst class is: 86. (7) Reactant: Br[C:2]1[S:6][C:5]([NH:7][C:8](=[O:10])[CH3:9])=[N:4][CH:3]=1.[C:11]([O:15][C:16]([N:18]1[CH2:24][C:23]2[CH:25]=[CH:26][CH:27]=[CH:28][C:22]=2[O:21][CH2:20][CH2:19]1)=[O:17])([CH3:14])([CH3:13])[CH3:12].C([O-])([O-])=O.[K+].[K+]. Product: [C:8]([NH:7][C:5]1[S:6][C:2]([C:26]2[CH:27]=[CH:28][C:22]3[O:21][CH2:20][CH2:19][N:18]([C:16]([O:15][C:11]([CH3:13])([CH3:12])[CH3:14])=[O:17])[CH2:24][C:23]=3[CH:25]=2)=[CH:3][N:4]=1)(=[O:10])[CH3:9]. The catalyst class is: 149. (8) Reactant: [C:1]([O:4][CH2:5][C:6]([CH3:44])([CH3:43])[CH2:7][N:8]1[C:14]2[CH:15]=[CH:16][C:17]([Cl:19])=[CH:18][C:13]=2[C@@H:12]([C:20]2[CH:25]=[CH:24][CH:23]=[C:22]([O:26][CH3:27])[C:21]=2[O:28][CH3:29])[O:11][C@H:10]([CH2:30][C:31]([S:33][CH:34]([C:39](=O)[CH3:40])[C:35]([O:37][CH3:38])=[O:36])=O)[C:9]1=[O:42])(=[O:3])[CH3:2].C([O-])(=O)C.[NH4+:49].CCCCCC.C(OCC)(=O)C. Product: [C:1]([O:4][CH2:5][C:6]([CH3:43])([CH3:44])[CH2:7][N:8]1[C:14]2[CH:15]=[CH:16][C:17]([Cl:19])=[CH:18][C:13]=2[C@@H:12]([C:20]2[CH:25]=[CH:24][CH:23]=[C:22]([O:26][CH3:27])[C:21]=2[O:28][CH3:29])[O:11][C@H:10]([CH2:30][C:31]2[S:33][C:34]([C:35]([O:37][CH3:38])=[O:36])=[C:39]([CH3:40])[N:49]=2)[C:9]1=[O:42])(=[O:3])[CH3:2]. The catalyst class is: 342. (9) Reactant: CC(C)([O-])C.[K+].[C:7]([C:9]1[CH:14]=[CH:13][CH:12]=[CH:11][C:10]=1[NH:15][CH2:16][C:17]([O:19][CH2:20][CH3:21])=[O:18])#[N:8]. The catalyst class is: 1. Product: [NH2:8][C:7]1[C:9]2[C:10](=[CH:11][CH:12]=[CH:13][CH:14]=2)[NH:15][C:16]=1[C:17]([O:19][CH2:20][CH3:21])=[O:18]. (10) Reactant: [NH2:1][C:2]1[CH:10]=[CH:9][CH:8]=[C:7]2[C:3]=1[C:4](=[O:25])[N:5]([C:12]1([F:24])[CH2:17][CH:16]([O:18]C(=O)C)[C:15](=[O:22])[NH:14][C:13]1=[O:23])[C:6]2=[O:11].C1(C)C=CC(S(O)(=O)=O)=CC=1. Product: [NH2:1][C:2]1[CH:10]=[CH:9][CH:8]=[C:7]2[C:3]=1[C:4](=[O:25])[N:5]([C:12]1([F:24])[CH2:17][CH:16]([OH:18])[C:15](=[O:22])[NH:14][C:13]1=[O:23])[C:6]2=[O:11]. The catalyst class is: 5.